This data is from Forward reaction prediction with 1.9M reactions from USPTO patents (1976-2016). The task is: Predict the product of the given reaction. (1) The product is: [CH3:28][C:27]1[CH:26]=[CH:25][C:4]([C:5]([NH:7][C:8]2[CH:13]=[CH:12][C:11]([CH2:14][N:15]3[CH2:20][CH2:19][CH2:18][CH2:17][CH2:16]3)=[C:10]([C:21]([F:23])([F:24])[F:22])[CH:9]=2)=[O:6])=[CH:3][C:2]=1[C:30]1[CH:31]=[C:32]2[C:37](=[CH:38][CH:39]=1)[CH:36]=[N:35][N:34]=[CH:33]2. Given the reactants Br[C:2]1[CH:3]=[C:4]([CH:25]=[CH:26][C:27]=1[CH3:28])[C:5]([NH:7][C:8]1[CH:13]=[CH:12][C:11]([CH2:14][N:15]2[CH2:20][CH2:19][CH2:18][CH2:17][CH2:16]2)=[C:10]([C:21]([F:24])([F:23])[F:22])[CH:9]=1)=[O:6].Br[C:30]1[CH:31]=[C:32]2[C:37](=[CH:38][CH:39]=1)[CH:36]=[N:35][N:34]=[CH:33]2, predict the reaction product. (2) Given the reactants [OH:1][CH:2]1[CH2:5][N:4]([C:6]([N:8]2[CH2:13][CH:12]([C:14]3[CH:19]=[CH:18][C:17]([C:20]([F:23])([F:22])[F:21])=[CH:16][CH:15]=3)[CH2:11][CH:10]([C:24]([OH:26])=O)[CH2:9]2)=[O:7])[CH2:3]1.O[NH:28][C:29](=[NH:33])[CH:30]([CH3:32])[CH3:31], predict the reaction product. The product is: [OH:1][CH:2]1[CH2:3][N:4]([C:6]([N:8]2[CH2:13][CH:12]([C:14]3[CH:19]=[CH:18][C:17]([C:20]([F:22])([F:21])[F:23])=[CH:16][CH:15]=3)[CH2:11][CH:10]([C:24]3[O:26][N:33]=[C:29]([CH:30]([CH3:32])[CH3:31])[N:28]=3)[CH2:9]2)=[O:7])[CH2:5]1.